From a dataset of NCI-60 drug combinations with 297,098 pairs across 59 cell lines. Regression. Given two drug SMILES strings and cell line genomic features, predict the synergy score measuring deviation from expected non-interaction effect. (1) Cell line: RXF 393. Drug 1: C1=CC(=CC=C1CCCC(=O)O)N(CCCl)CCCl. Drug 2: CS(=O)(=O)CCNCC1=CC=C(O1)C2=CC3=C(C=C2)N=CN=C3NC4=CC(=C(C=C4)OCC5=CC(=CC=C5)F)Cl. Synergy scores: CSS=10.3, Synergy_ZIP=-5.15, Synergy_Bliss=-2.15, Synergy_Loewe=-6.50, Synergy_HSA=-5.29. (2) Cell line: T-47D. Drug 1: C1=CC(=CC=C1CCCC(=O)O)N(CCCl)CCCl. Drug 2: CNC(=O)C1=NC=CC(=C1)OC2=CC=C(C=C2)NC(=O)NC3=CC(=C(C=C3)Cl)C(F)(F)F. Synergy scores: CSS=24.6, Synergy_ZIP=-7.59, Synergy_Bliss=-7.04, Synergy_Loewe=-7.88, Synergy_HSA=-4.33.